This data is from Forward reaction prediction with 1.9M reactions from USPTO patents (1976-2016). The task is: Predict the product of the given reaction. Given the reactants [C:1]([C:4]1([CH2:7][CH2:8][CH2:9][CH2:10][CH2:11][C:12](=[O:24])[CH2:13][CH2:14][CH2:15][CH2:16][CH2:17][C:18]([CH3:23])([CH3:22])[C:19]([OH:21])=[O:20])[CH2:6][CH2:5]1)([OH:3])=[O:2].[OH-].[Na+].[BH4-].[Na+].Cl, predict the reaction product. The product is: [C:1]([C:4]1([CH2:7][CH2:8][CH2:9][CH2:10][CH2:11][CH:12]([OH:24])[CH2:13][CH2:14][CH2:15][CH2:16][CH2:17][C:18]([CH3:22])([CH3:23])[C:19]([OH:21])=[O:20])[CH2:5][CH2:6]1)([OH:3])=[O:2].